This data is from Peptide-MHC class I binding affinity with 185,985 pairs from IEDB/IMGT. The task is: Regression. Given a peptide amino acid sequence and an MHC pseudo amino acid sequence, predict their binding affinity value. This is MHC class I binding data. (1) The peptide sequence is SRYFGNVRL. The MHC is HLA-B39:01 with pseudo-sequence HLA-B39:01. The binding affinity (normalized) is 0.662. (2) The peptide sequence is AENLWVTVY. The MHC is HLA-A29:02 with pseudo-sequence HLA-A29:02. The binding affinity (normalized) is 0.289.